Dataset: Forward reaction prediction with 1.9M reactions from USPTO patents (1976-2016). Task: Predict the product of the given reaction. (1) The product is: [Br:8][CH:4]([Br:9])[C:3](=[O:5])[C:2]([F:7])([CH3:6])[CH3:1]. Given the reactants [CH3:1][C:2]([F:7])([CH3:6])[C:3](=[O:5])[CH3:4].[Br-:8].[Br-:9].[Br-].[NH+]1C=CC=CC=1.[NH+]1C=CC=CC=1.[NH+]1C=CC=CC=1, predict the reaction product. (2) Given the reactants [CH:1]1([N:7]2[CH2:13][C:12]([CH3:15])([CH3:14])[C:11](=[O:16])[N:10]([CH3:17])[C:9]3[CH:18]=[N:19][C:20]([NH:22][C:23]4[CH:31]=[CH:30][C:26]([C:27]([OH:29])=O)=[CH:25][C:24]=4[O:32][CH3:33])=[N:21][C:8]2=3)[CH2:6][CH2:5][CH2:4][CH2:3][CH2:2]1.[CH:34]1([N:39]2[CH2:44][CH2:43][N:42]([NH2:45])[CH2:41][CH2:40]2)[CH2:38][CH2:37][CH2:36][CH2:35]1, predict the reaction product. The product is: [CH:1]1([N:7]2[CH2:13][C:12]([CH3:15])([CH3:14])[C:11](=[O:16])[N:10]([CH3:17])[C:9]3[CH:18]=[N:19][C:20]([NH:22][C:23]4[CH:31]=[CH:30][C:26]([C:27]([NH:45][N:42]5[CH2:41][CH2:40][N:39]([CH:34]6[CH2:38][CH2:37][CH2:36][CH2:35]6)[CH2:44][CH2:43]5)=[O:29])=[CH:25][C:24]=4[O:32][CH3:33])=[N:21][C:8]2=3)[CH2:6][CH2:5][CH2:4][CH2:3][CH2:2]1.